From a dataset of Reaction yield outcomes from USPTO patents with 853,638 reactions. Predict the reaction yield, written as a fraction of the theoretical maximum amount of product (1.0 means a 100% yield; for example, 0.34 means a 34% yield). (1) The reactants are [C:1]([C:4]1[C:12]2[C:7](=[CH:8][CH:9]=[CH:10][CH:11]=2)[NH:6][CH:5]=1)(=[O:3])[CH3:2].[H-].[Na+].[CH3:15]I. The catalyst is CN(C=O)C. The product is [CH3:15][N:6]1[C:7]2[C:12](=[CH:11][CH:10]=[CH:9][CH:8]=2)[C:4]([C:1](=[O:3])[CH3:2])=[CH:5]1. The yield is 0.800. (2) The reactants are Br[C:2]1[CH:7]=[CH:6][N:5]=[C:4]([NH:8][C:9]([CH:11]2[CH2:13][C:12]2([F:15])[F:14])=[O:10])[CH:3]=1.[B:16]1([B:16]2[O:20][C:19]([CH3:22])([CH3:21])[C:18]([CH3:24])([CH3:23])[O:17]2)[O:20][C:19]([CH3:22])([CH3:21])[C:18]([CH3:24])([CH3:23])[O:17]1.CC([O-])=O.[K+]. The catalyst is O1CCOCC1.C1C=CC(P(C2C=CC=CC=2)[C-]2C=CC=C2)=CC=1.C1C=CC(P(C2C=CC=CC=2)[C-]2C=CC=C2)=CC=1.Cl[Pd]Cl.[Fe+2]. The product is [F:14][C:12]1([F:15])[CH2:13][CH:11]1[C:9]([NH:8][C:4]1[CH:3]=[C:2]([B:16]2[O:20][C:19]([CH3:22])([CH3:21])[C:18]([CH3:24])([CH3:23])[O:17]2)[CH:7]=[CH:6][N:5]=1)=[O:10]. The yield is 0.570.